Task: Predict which catalyst facilitates the given reaction.. Dataset: Catalyst prediction with 721,799 reactions and 888 catalyst types from USPTO (1) Reactant: [C:1]([O:5][C:6]([NH:8][C@H:9]([C:12]([O:14][CH3:15])=[O:13])[CH2:10]I)=[O:7])([CH3:4])([CH3:3])[CH3:2].[Cl:16][C:17]1[CH:22]=[CH:21][C:20]([CH2:23][C:24](=[O:26])[CH3:25])=[CH:19][CH:18]=1.C(=O)([O-])[O-].[Cs+].[Cs+].CCOC(C)=O. Product: [C:1]([O:5][C:6]([NH:8][CH:9]([CH2:10][CH:23]([C:20]1[CH:21]=[CH:22][C:17]([Cl:16])=[CH:18][CH:19]=1)[C:24](=[O:26])[CH3:25])[C:12]([O:14][CH3:15])=[O:13])=[O:7])([CH3:4])([CH3:3])[CH3:2]. The catalyst class is: 9. (2) Reactant: [Cl:1][C:2]1[N:7]=[C:6]([S:8][CH3:9])[N:5]=[C:4]([CH:10]([C:13]#[N:14])[C:11]#[N:12])[CH:3]=1.[NH2:15][NH2:16]. Product: [Cl:1][C:2]1[N:7]=[C:6]([S:8][CH3:9])[N:5]=[C:4]([C:10]2[C:11]([NH2:12])=[N:15][NH:16][C:13]=2[NH2:14])[CH:3]=1. The catalyst class is: 270. (3) Reactant: [CH3:1][O:2][C:3]1[CH:8]=[CH:7][C:6]([N:9]2[C:13]3[N:14]=[C:15]([NH:18][CH:19]4[CH2:24][CH2:23][CH2:22][N:21](C(=O)C)[CH2:20]4)[N:16]=[CH:17][C:12]=3[N:11]=[N:10]2)=[CH:5][CH:4]=1.[ClH:28]. Product: [ClH:28].[CH3:1][O:2][C:3]1[CH:4]=[CH:5][C:6]([N:9]2[C:13]3[N:14]=[C:15]([NH:18][CH:19]4[CH2:24][CH2:23][CH2:22][NH:21][CH2:20]4)[N:16]=[CH:17][C:12]=3[N:11]=[N:10]2)=[CH:7][CH:8]=1. The catalyst class is: 6. (4) Reactant: [O:1]=[CH:2][CH2:3][CH2:4][CH2:5][CH:6]1[CH2:10][CH2:9][CH2:8][N:7]1C(OCC1C=CC=CC=1)=O.CC1CCCCC=1.Cl([O-])=[O:29].[Na+].O.O.P([O-])(O)(O)=O.[Na+].Cl. Product: [NH:7]1[CH2:8][CH2:9][CH2:10][CH:6]1[CH2:5][CH2:4][CH2:3][C:2]([OH:1])=[O:29]. The catalyst class is: 107. (5) Reactant: [C:1]([C:4]1[CH:9]=[CH:8][CH:7]=[CH:6][N:5]=1)(=O)[CH3:2].[C:10]([O:14][C:15](=[O:21])[NH:16][CH2:17][CH2:18][CH2:19][NH2:20])([CH3:13])([CH3:12])[CH3:11].[BH-](OC(C)=O)(OC(C)=O)OC(C)=O.[Na+]. Product: [C:10]([O:14][C:15](=[O:21])[NH:16][CH2:17][CH2:18][CH2:19][NH:20][CH:1]([C:4]1[CH:9]=[CH:8][CH:7]=[CH:6][N:5]=1)[CH3:2])([CH3:13])([CH3:11])[CH3:12]. The catalyst class is: 2. (6) Reactant: CN(C(ON1N=NC2C=CC=CC1=2)=[N+](C)C)C.F[P-](F)(F)(F)(F)F.[Cl:25][C:26]1[C:27]([CH2:55][N:56]2[CH2:61][CH2:60][NH:59][CH2:58][CH2:57]2)=[C:28]([C:51]([F:54])([F:53])[F:52])[CH:29]=[C:30]2[C:35]=1[NH:34][C:33](=[O:36])[N:32]([CH2:37][C:38]1[CH:43]=[C:42]([Cl:44])[CH:41]=[CH:40][C:39]=1[S:45]([CH2:48][CH3:49])(=[O:47])=[O:46])[C:31]2=[O:50].C(OC([NH:69][CH2:70][C:71](O)=[O:72])=O)(C)(C)C.CCN(C(C)C)C(C)C. Product: [NH2:69][CH2:70][C:71]([N:59]1[CH2:58][CH2:57][N:56]([CH2:55][C:27]2[C:26]([Cl:25])=[C:35]3[C:30]([C:31](=[O:50])[N:32]([CH2:37][C:38]4[CH:43]=[C:42]([Cl:44])[CH:41]=[CH:40][C:39]=4[S:45]([CH2:48][CH3:49])(=[O:47])=[O:46])[C:33](=[O:36])[NH:34]3)=[CH:29][C:28]=2[C:51]([F:54])([F:52])[F:53])[CH2:61][CH2:60]1)=[O:72]. The catalyst class is: 18. (7) Reactant: C([N:8]1[CH:12]=[C:11]([CH3:13])[C:10]([CH2:14][O:15][CH3:16])=[N:9]1)C1C=CC=CC=1. Product: [CH3:16][O:15][CH2:14][C:10]1[C:11]([CH3:13])=[CH:12][NH:8][N:9]=1. The catalyst class is: 5. (8) Reactant: [CH3:1][O:2][C:3]([C:5]1[CH:6]=[C:7]([CH:11]=[CH:12][CH:13]=1)[C:8](O)=[O:9])=[O:4].CCN=C=NCCCN(C)C.C1C=CC2N(O)N=NC=2C=1.[CH3:35][N:36]([CH3:38])[NH2:37].CCN(C(C)C)C(C)C. Product: [CH3:35][N:36]([CH3:38])[NH:37][C:8]([C:7]1[CH:6]=[C:5]([CH:13]=[CH:12][CH:11]=1)[C:3]([O:2][CH3:1])=[O:4])=[O:9]. The catalyst class is: 366. (9) Product: [CH:1]1([CH:4]([C:11]2[CH:16]=[CH:15][CH:14]=[C:13]([CH2:17][O:18][C:19]3[CH:24]=[CH:23][C:22]([C:25]4[CH:30]=[C:29]([O:31][CH3:32])[CH:28]=[CH:27][C:26]=4[F:33])=[CH:21][C:20]=3[CH:34]([O:40][CH3:41])[CH2:35][C:36]([CH3:37])([CH3:38])[CH3:39])[CH:12]=2)[CH2:5][C:6]([OH:8])=[O:7])[CH2:2][CH2:3]1. The catalyst class is: 8. Reactant: [CH:1]1([CH:4]([C:11]2[CH:16]=[CH:15][CH:14]=[C:13]([CH2:17][O:18][C:19]3[CH:24]=[CH:23][C:22]([C:25]4[CH:30]=[C:29]([O:31][CH3:32])[CH:28]=[CH:27][C:26]=4[F:33])=[CH:21][C:20]=3[CH:34]([O:40][CH3:41])[CH2:35][C:36]([CH3:39])([CH3:38])[CH3:37])[CH:12]=2)[CH2:5][C:6]([O:8]CC)=[O:7])[CH2:3][CH2:2]1.[OH-].[Na+].Cl. (10) Reactant: [Br:1][C:2]1[CH:11]=[CH:10][C:5]([C:6]([O:8]C)=O)=[C:4]([CH2:12]Br)[CH:3]=1.[CH:14]1([NH2:17])[CH2:16][CH2:15]1.C(=O)([O-])[O-].[K+].[K+]. Product: [Br:1][C:2]1[CH:3]=[C:4]2[C:5](=[CH:10][CH:11]=1)[C:6](=[O:8])[N:17]([CH:14]1[CH2:16][CH2:15]1)[CH2:12]2. The catalyst class is: 8.